Task: Predict which catalyst facilitates the given reaction.. Dataset: Catalyst prediction with 721,799 reactions and 888 catalyst types from USPTO (1) Reactant: [I:1][C:2]1[CH:7]=[C:6]([N:8]2[CH2:13][CH2:12][N:11]([CH3:14])[CH2:10][CH2:9]2)[N:5]=[CH:4][C:3]=1[NH2:15].C(N(CC)C(C)C)(C)C.[F:25][C:26]([F:44])([F:43])[C:27]1[CH:28]=[C:29]([C:37]([CH3:42])([CH3:41])[C:38](Cl)=[O:39])[CH:30]=[C:31]([C:33]([F:36])([F:35])[F:34])[CH:32]=1. Product: [F:25][C:26]([F:43])([F:44])[C:27]1[CH:28]=[C:29]([C:37]([CH3:41])([CH3:42])[C:38]([NH:15][C:3]2[CH:4]=[N:5][C:6]([N:8]3[CH2:13][CH2:12][N:11]([CH3:14])[CH2:10][CH2:9]3)=[CH:7][C:2]=2[I:1])=[O:39])[CH:30]=[C:31]([C:33]([F:34])([F:35])[F:36])[CH:32]=1. The catalyst class is: 4. (2) Reactant: [CH2:1]([N:8]1[C:12]2[N:13]=[C:14](Cl)[CH:15]=[C:16]([C:17]([O:19][CH2:20][C:21]3[CH:26]=[CH:25][CH:24]=[CH:23][CH:22]=3)=[O:18])[C:11]=2[CH:10]=[N:9]1)[C:2]1[CH:7]=[CH:6][CH:5]=[CH:4][CH:3]=1.[F:28][C:29]1(C(OC)=O)[CH:34]=[CH:33][CH:32]=[C:31](B(O)O)[CH2:30]1.[C:42](=[O:45])([O-])[O-:43].[Cs+].[Cs+].[CH3:48]N(C=O)C. The catalyst class is: 73. Product: [CH2:1]([N:8]1[C:12]2[N:13]=[C:14]([C:32]3[CH:33]=[CH:34][C:29]([F:28])=[C:30]([C:42]([O:43][CH3:48])=[O:45])[CH:31]=3)[CH:15]=[C:16]([C:17]([O:19][CH2:20][C:21]3[CH:26]=[CH:25][CH:24]=[CH:23][CH:22]=3)=[O:18])[C:11]=2[CH:10]=[N:9]1)[C:2]1[CH:7]=[CH:6][CH:5]=[CH:4][CH:3]=1. (3) Reactant: [CH3:1][O:2][C:3]1[N:8]=[C:7]2[CH:9]=[C:10]([C:12]([NH2:14])=[O:13])[NH:11][C:6]2=[CH:5][CH:4]=1.[F:15][C:16]1[CH:17]=[C:18]([S:22][S:22][C:18]2[CH:19]=[CH:20][CH:21]=[C:16]([F:15])[CH:17]=2)[CH:19]=[CH:20][CH:21]=1. Product: [F:15][C:16]1[CH:17]=[C:18]([S:22][C:9]2[C:7]3=[N:8][C:3]([O:2][CH3:1])=[CH:4][CH:5]=[C:6]3[NH:11][C:10]=2[C:12]([NH2:14])=[O:13])[CH:19]=[CH:20][CH:21]=1. The catalyst class is: 3. (4) Reactant: Br[C:2]1[CH:15]=[CH:14][C:5]([CH2:6][O:7][C:8]2[CH:13]=[CH:12][CH:11]=[CH:10][N:9]=2)=[CH:4][CH:3]=1.C([Li])CCC.CN(C)[CH:23]=[O:24].O. Product: [N:9]1[CH:10]=[CH:11][CH:12]=[CH:13][C:8]=1[O:7][CH2:6][C:5]1[CH:14]=[CH:15][C:2]([CH:23]=[O:24])=[CH:3][CH:4]=1. The catalyst class is: 54. (5) Reactant: [F:1][C:2]1[C:7]([C:8]2[CH:13]=[CH:12][CH:11]=[C:10]([CH2:14][OH:15])[CH:9]=2)=[CH:6][C:5]([CH2:16][NH:17][C:18]([C:20]2[CH:21]=[C:22]([CH:27]=[CH:28][CH:29]=2)[C:23]([O:25]C)=[O:24])=[O:19])=[CH:4][CH:3]=1.[OH-].[Li+].C1COCC1.Cl. Product: [F:1][C:2]1[C:7]([C:8]2[CH:13]=[CH:12][CH:11]=[C:10]([CH2:14][OH:15])[CH:9]=2)=[CH:6][C:5]([CH2:16][NH:17][C:18]([C:20]2[CH:21]=[C:22]([CH:27]=[CH:28][CH:29]=2)[C:23]([OH:25])=[O:24])=[O:19])=[CH:4][CH:3]=1. The catalyst class is: 6.